From a dataset of Catalyst prediction with 721,799 reactions and 888 catalyst types from USPTO. Predict which catalyst facilitates the given reaction. Reactant: [C:1]([C:4]1[C:12]2[C:7](=[CH:8][N:9]=[CH:10][CH:11]=2)[N:6]([CH2:13][C:14]([N:16]2[C@H:21]([C:22](=[O:33])[NH:23][C@@H:24]3[CH2:26][C@H:25]3[C:27]3[CH:32]=[CH:31][CH:30]=[CH:29][CH:28]=3)[CH2:20][C@:19]3([CH2:34][O:35]C(=O)CN4C5=CN=CC=C5C(C(=O)C)=N4)[C@H:17]2[CH2:18]3)=[O:15])[N:5]=1)(=[O:3])[CH3:2].[OH-].[Na+].C([O-])(O)=O.[Na+]. Product: [C:27]1([C@@H:25]2[CH2:26][C@H:24]2[NH:23][C:22]([C@@H:21]2[CH2:20][C@:19]3([CH2:34][OH:35])[C@@H:17]([CH2:18]3)[N:16]2[C:14](=[O:15])[CH2:13][N:6]2[C:7]3=[CH:8][N:9]=[CH:10][CH:11]=[C:12]3[C:4]([C:1](=[O:3])[CH3:2])=[N:5]2)=[O:33])[CH:32]=[CH:31][CH:30]=[CH:29][CH:28]=1. The catalyst class is: 1.